Dataset: Peptide-MHC class II binding affinity with 134,281 pairs from IEDB. Task: Regression. Given a peptide amino acid sequence and an MHC pseudo amino acid sequence, predict their binding affinity value. This is MHC class II binding data. (1) The peptide sequence is DTFRKLFRGYSNFLR. The MHC is DRB1_0701 with pseudo-sequence DRB1_0701. The binding affinity (normalized) is 0.359. (2) The peptide sequence is AAATAGTTVYGAFQA. The MHC is HLA-DQA10102-DQB10602 with pseudo-sequence HLA-DQA10102-DQB10602. The binding affinity (normalized) is 0.839. (3) The peptide sequence is SVLLVVALFAVFLGS. The MHC is DRB1_1201 with pseudo-sequence DRB1_1201. The binding affinity (normalized) is 0.300. (4) The peptide sequence is ELFQLAKELVSDRPM. The MHC is DRB1_0101 with pseudo-sequence DRB1_0101. The binding affinity (normalized) is 0.531. (5) The peptide sequence is GQNYTYKWETFLTRE. The MHC is DRB4_0101 with pseudo-sequence DRB4_0103. The binding affinity (normalized) is 0.494. (6) The peptide sequence is QYVIRAQLHVGAKQE. The MHC is HLA-DQA10103-DQB10603 with pseudo-sequence HLA-DQA10103-DQB10603. The binding affinity (normalized) is 0.242.